Dataset: TCR-epitope binding with 47,182 pairs between 192 epitopes and 23,139 TCRs. Task: Binary Classification. Given a T-cell receptor sequence (or CDR3 region) and an epitope sequence, predict whether binding occurs between them. (1) The epitope is VLQAVGACV. The TCR CDR3 sequence is CASSRSGHGGYEQYF. Result: 0 (the TCR does not bind to the epitope). (2) The epitope is EHPTFTSQYRIQGKL. The TCR CDR3 sequence is CASSRTDGNTIYF. Result: 0 (the TCR does not bind to the epitope).